This data is from Forward reaction prediction with 1.9M reactions from USPTO patents (1976-2016). The task is: Predict the product of the given reaction. (1) Given the reactants Br[C:2]1[S:6][C:5]([NH2:7])=[N:4][C:3]=1[CH3:8].[CH3:9][S-:10].[Na+], predict the reaction product. The product is: [CH3:8][C:3]1[N:4]=[C:5]([NH2:7])[S:6][C:2]=1[S:10][CH3:9]. (2) Given the reactants [Sn](Cl)(Cl)(Cl)Cl.[NH:6]1[CH:10]=[CH:9][CH:8]=[CH:7]1.[Cl:11][C:12]1[N:20]=[C:19]([Cl:21])[CH:18]=[CH:17][C:13]=1[C:14](Cl)=[O:15], predict the reaction product. The product is: [Cl:11][C:12]1[C:13]([C:14]([C:7]2[NH:6][CH:10]=[CH:9][CH:8]=2)=[O:15])=[CH:17][CH:18]=[C:19]([Cl:21])[N:20]=1.[Cl:11][C:12]1[C:13]([C:14]([C:8]2[CH:9]=[CH:10][NH:6][CH:7]=2)=[O:15])=[CH:17][CH:18]=[C:19]([Cl:21])[N:20]=1. (3) Given the reactants [CH3:1][O:2][C:3]([C:5]1[S:9][C:8]([N:10]2[CH2:15][CH2:14][NH:13][CH2:12][CH2:11]2)=[N:7][CH:6]=1)=[O:4].[N+:16]([C:19]1[CH:24]=[CH:23][C:22]([S:25](Cl)(=[O:27])=[O:26])=[CH:21][CH:20]=1)([O-:18])=[O:17].C(N(CC)CC)C.O, predict the reaction product. The product is: [CH3:1][O:2][C:3]([C:5]1[S:9][C:8]([N:10]2[CH2:11][CH2:12][N:13]([S:25]([C:22]3[CH:21]=[CH:20][C:19]([N+:16]([O-:18])=[O:17])=[CH:24][CH:23]=3)(=[O:26])=[O:27])[CH2:14][CH2:15]2)=[N:7][CH:6]=1)=[O:4]. (4) Given the reactants [Cl:1][C:2]1[CH:7]=[CH:6][C:5]([C:8]2[C:12]([C:13]3[N:14]=[CH:15][NH:16][CH:17]=3)=[C:11]([C:18]([F:21])([F:20])[F:19])[O:10][N:9]=2)=[CH:4][CH:3]=1.F[C:23]1[CH:28]=[CH:27][C:26]([N+:29]([O-:31])=[O:30])=[CH:25][CH:24]=1, predict the reaction product. The product is: [Cl:1][C:2]1[CH:7]=[CH:6][C:5]([C:8]2[C:12]([C:13]3[N:14]=[CH:15][N:16]([C:23]4[CH:28]=[CH:27][C:26]([N+:29]([O-:31])=[O:30])=[CH:25][CH:24]=4)[CH:17]=3)=[C:11]([C:18]([F:21])([F:19])[F:20])[O:10][N:9]=2)=[CH:4][CH:3]=1. (5) Given the reactants [NH2:1][C:2]1[C:3]([Cl:13])=[C:4]([CH:10]=[CH:11][CH:12]=1)[C:5]([O:7][CH2:8][CH3:9])=[O:6].N1C=CC=CC=1.[CH3:20][S:21](Cl)(=[O:23])=[O:22], predict the reaction product. The product is: [Cl:13][C:3]1[C:2]([NH:1][S:21]([CH3:20])(=[O:23])=[O:22])=[CH:12][CH:11]=[CH:10][C:4]=1[C:5]([O:7][CH2:8][CH3:9])=[O:6]. (6) Given the reactants [CH2:1]([O:8][C@@H:9]1[C@@H:22]([O:23][CH2:24][C:25]2[CH:30]=[CH:29][CH:28]=[CH:27][CH:26]=2)[C@H:21]([O:31][CH2:32][C:33]2[CH:38]=[CH:37][CH:36]=[CH:35][CH:34]=2)[C@@H:20]([C:39](=[O:41])[CH3:40])[O:19][C@H:10]1[O:11][CH2:12][C:13]1[CH:18]=[CH:17][CH:16]=[CH:15][CH:14]=1)[C:2]1[CH:7]=[CH:6][CH:5]=[CH:4][CH:3]=1.[BH4-].[Na+].O, predict the reaction product. The product is: [CH2:1]([O:8][C@@H:9]1[C@@H:22]([O:23][CH2:24][C:25]2[CH:30]=[CH:29][CH:28]=[CH:27][CH:26]=2)[C@H:21]([O:31][CH2:32][C:33]2[CH:34]=[CH:35][CH:36]=[CH:37][CH:38]=2)[C@@H:20]([C@@H:39]([CH3:40])[OH:41])[O:19][C@H:10]1[O:11][CH2:12][C:13]1[CH:14]=[CH:15][CH:16]=[CH:17][CH:18]=1)[C:2]1[CH:7]=[CH:6][CH:5]=[CH:4][CH:3]=1. (7) Given the reactants [C:1]([C:5]1[CH:10]=[CH:9][C:8]([C:11]2[CH:16]=[CH:15][C:14]([C:17]([CH3:20])([CH3:19])[CH3:18])=[CH:13][CH:12]=2)=[CH:7][CH:6]=1)([CH3:4])([CH3:3])[CH3:2].[Br:21]Br.S([O-])([O-])(=O)=S.[Na+].[Na+], predict the reaction product. The product is: [Br:21][C:16]1[CH:15]=[C:14]([C:17]([CH3:20])([CH3:19])[CH3:18])[CH:13]=[CH:12][C:11]=1[C:8]1[CH:9]=[CH:10][C:5]([C:1]([CH3:4])([CH3:3])[CH3:2])=[CH:6][CH:7]=1. (8) Given the reactants [CH2:1]([O:8][C:9]([N:11]1[CH2:16][CH2:15][CH:14](C(O)=O)[CH2:13][CH2:12]1)=[O:10])[C:2]1[CH:7]=[CH:6][CH:5]=[CH:4][CH:3]=1.C[N:21]([CH:23]=[O:24])C.C(Cl)(=O)C(Cl)=O.[N-]=[N+]=[N-].[Na+], predict the reaction product. The product is: [CH2:1]([O:8][C:9]([N:11]1[CH2:12][CH2:13][CH:14]([N:21]=[C:23]=[O:24])[CH2:15][CH2:16]1)=[O:10])[C:2]1[CH:3]=[CH:4][CH:5]=[CH:6][CH:7]=1. (9) Given the reactants [Cl:1][C:2]1[CH:3]=[CH:4][C:5]([C:28]([F:31])([F:30])[F:29])=[C:6]([CH:27]=1)[CH2:7][N:8]1[CH2:13][CH2:12][NH:11][C:10]2[N:14]=[CH:15][C:16]([C:18]3[CH:26]=[CH:25][C:21]([C:22](O)=[O:23])=[CH:20][CH:19]=3)=[CH:17][C:9]1=2.[Cl:32][C:33]1[CH:40]=[CH:39][CH:38]=[CH:37][C:34]=1[CH2:35][NH2:36], predict the reaction product. The product is: [Cl:32][C:33]1[CH:40]=[CH:39][CH:38]=[CH:37][C:34]=1[CH2:35][NH:36][C:22](=[O:23])[C:21]1[CH:20]=[CH:19][C:18]([C:16]2[CH:15]=[N:14][C:10]3[NH:11][CH2:12][CH2:13][N:8]([CH2:7][C:6]4[CH:27]=[C:2]([Cl:1])[CH:3]=[CH:4][C:5]=4[C:28]([F:29])([F:31])[F:30])[C:9]=3[CH:17]=2)=[CH:26][CH:25]=1. (10) Given the reactants [N+](=[C:3]([C:10]1[CH:15]=[CH:14][CH:13]=[CH:12][CH:11]=1)[C:4]1[CH:9]=[CH:8][CH:7]=[CH:6][CH:5]=1)=[N-].[C:16]([O:20][C:21]([NH:23][C:24](=[NH:38])[C:25]1[CH:37]=[CH:36][C:28]([O:29][CH2:30][CH:31]([OH:35])[C:32]([OH:34])=[O:33])=[CH:27][CH:26]=1)=[O:22])([CH3:19])([CH3:18])[CH3:17], predict the reaction product. The product is: [CH:3]([O:34][C:32](=[O:33])[CH:31]([OH:35])[CH2:30][O:29][C:28]1[CH:27]=[CH:26][C:25]([C:24]([NH:23][C:21]([O:20][C:16]([CH3:17])([CH3:18])[CH3:19])=[O:22])=[NH:38])=[CH:37][CH:36]=1)([C:10]1[CH:15]=[CH:14][CH:13]=[CH:12][CH:11]=1)[C:4]1[CH:9]=[CH:8][CH:7]=[CH:6][CH:5]=1.